This data is from Catalyst prediction with 721,799 reactions and 888 catalyst types from USPTO. The task is: Predict which catalyst facilitates the given reaction. (1) Reactant: C(N(CC)CC)C.[CH3:8][C:9]1[CH:14]=[C:13]([CH3:15])[CH:12]=[C:11]([CH3:16])[C:10]=1[S:17](Cl)(=[O:19])=[O:18].Cl.Cl.Cl.[CH3:24][N:25]1[CH2:30][CH2:29][CH:28]([N:31]2[CH2:36][CH2:35][N:34]([C:37](=[O:47])[CH2:38][O:39][CH2:40][CH:41]3[CH2:46][CH2:45][CH2:44][CH2:43][NH:42]3)[CH2:33][CH2:32]2)[CH2:27][CH2:26]1.C(=O)([O-])O.[Na+]. Product: [C:11]1([CH3:16])[CH:12]=[C:13]([CH3:15])[CH:14]=[C:9]([CH3:8])[C:10]=1[S:17]([N:42]1[CH2:43][CH2:44][CH2:45][CH2:46][CH:41]1[CH2:40][O:39][CH2:38][C:37]([N:34]1[CH2:33][CH2:32][N:31]([CH:28]2[CH2:29][CH2:30][N:25]([CH3:24])[CH2:26][CH2:27]2)[CH2:36][CH2:35]1)=[O:47])(=[O:19])=[O:18]. The catalyst class is: 7. (2) Reactant: P(Cl)(Cl)(Cl)=O.[CH3:6][C:7]1[CH:15]=[CH:14][C:10]([C:11](O)=[O:12])=[CH:9][C:8]=1[N:16]1[C:25](=[O:26])[C:24]2[C:19](=[CH:20][CH:21]=[C:22]([N:27]3[CH2:32][CH2:31][N:30]([CH:33]([CH3:35])[CH3:34])[CH2:29][CH2:28]3)[CH:23]=2)[N:18]=[CH:17]1.Cl.C[C:38]1([NH2:41])[CH2:40][CH2:39]1. Product: [CH:38]1([NH:41][C:11](=[O:12])[C:10]2[CH:14]=[CH:15][C:7]([CH3:6])=[C:8]([N:16]3[C:25](=[O:26])[C:24]4[C:19](=[CH:20][CH:21]=[C:22]([N:27]5[CH2:32][CH2:31][N:30]([CH:33]([CH3:34])[CH3:35])[CH2:29][CH2:28]5)[CH:23]=4)[N:18]=[CH:17]3)[CH:9]=2)[CH2:40][CH2:39]1. The catalyst class is: 17. (3) Reactant: [O:1]1[C:5]([C:6]2[CH:11]=[CH:10][C:9]([NH:12][NH2:13])=[CH:8][CH:7]=2)=[CH:4][N:3]=[CH:2]1.[CH3:14][N:15]([CH3:24])[C:16]1[CH:23]=[CH:22][C:19]([CH:20]=O)=[CH:18][CH:17]=1. Product: [O:1]1[C:5]([C:6]2[CH:7]=[CH:8][C:9]([NH:12][N:13]=[CH:20][C:19]3[CH:22]=[CH:23][C:16]([N:15]([CH3:24])[CH3:14])=[CH:17][CH:18]=3)=[CH:10][CH:11]=2)=[CH:4][N:3]=[CH:2]1. The catalyst class is: 8. (4) Reactant: [NH2:1][C@H:2]1[CH2:7][CH2:6][C@H:5]([NH2:8])[CH2:4][CH2:3]1.C(O)(C)C.C(=O)=O.[CH:16]1([N:22]=[C:23]=[O:24])[CH2:21][CH2:20][CH2:19][CH2:18][CH2:17]1. Product: [NH2:1][C@H:2]1[CH2:7][CH2:6][C@H:5]([NH:8][C:23]([NH:22][CH:16]2[CH2:21][CH2:20][CH2:19][CH2:18][CH2:17]2)=[O:24])[CH2:4][CH2:3]1. The catalyst class is: 1. (5) Reactant: [Cl:1][CH:2]([C:7]1[CH:8]=[C:9]([C:22]2[N:27]=[C:26]([CH3:28])[N:25]=[C:24]([N:29]([CH2:39][C:40]3[CH:45]=[CH:44][C:43]([O:46][CH3:47])=[CH:42][CH:41]=3)[CH2:30][C:31]3[CH:36]=[CH:35][C:34]([O:37][CH3:38])=[CH:33][CH:32]=3)[N:23]=2)[C:10]([NH:13][C:14]2[CH:15]=[N:16][C:17]([O:20][CH3:21])=[CH:18][CH:19]=2)=[N:11][CH:12]=1)[C:3]([F:6])([F:5])[F:4].[OH-].[NH4+:49]. Product: [Cl:1][CH:2]([C:7]1[CH:8]=[C:9]([C:22]2[N:27]=[C:26]([CH3:28])[N:25]=[C:24]([N:29]([CH2:30][C:31]3[CH:32]=[CH:33][C:34]([O:37][CH3:38])=[CH:35][CH:36]=3)[CH2:39][C:40]3[CH:45]=[CH:44][C:43]([O:46][CH3:47])=[CH:42][CH:41]=3)[N:23]=2)[C:10]([NH:13][C:14]2[CH:15]=[N:16][C:17]([O:20][CH3:21])=[CH:18][CH:19]=2)=[N:11][CH:12]=1)[C:3]([F:4])([F:5])[F:6].[NH2:49][CH:2]([C:7]1[CH:8]=[C:9]([C:22]2[N:27]=[C:26]([CH3:28])[N:25]=[C:24]([N:29]([CH2:39][C:40]3[CH:45]=[CH:44][C:43]([O:46][CH3:47])=[CH:42][CH:41]=3)[CH2:30][C:31]3[CH:36]=[CH:35][C:34]([O:37][CH3:38])=[CH:33][CH:32]=3)[N:23]=2)[C:10]([NH:13][C:14]2[CH:15]=[N:16][C:17]([O:20][CH3:21])=[CH:18][CH:19]=2)=[N:11][CH:12]=1)[C:3]([F:6])([F:5])[F:4]. The catalyst class is: 23. (6) Reactant: [NH2:1][C:2]1[CH:11]=[C:10]2[C:5]([CH:6]=[CH:7][CH:8]=[C:9]2[N:12]2[CH2:17][CH2:16][N:15]([CH3:18])[CH2:14][CH2:13]2)=[CH:4][CH:3]=1.C(N(CC)CC)C.[C:26](Cl)(=[O:32])[CH2:27][CH2:28][CH2:29][CH2:30][CH3:31]. Product: [C:26]([NH:1][C:2]1[CH:11]=[C:10]2[C:5]([CH:6]=[CH:7][CH:8]=[C:9]2[N:12]2[CH2:17][CH2:16][N:15]([CH3:18])[CH2:14][CH2:13]2)=[CH:4][CH:3]=1)(=[O:32])[CH2:27][CH2:28][CH2:29][CH2:30][CH3:31]. The catalyst class is: 10. (7) Reactant: [Br:1][C:2]1[N:7]=[N:6][C:5]([NH2:8])=[CH:4][CH:3]=1.C(=O)CC.[NH:13]1[C:17]2C=C[CH:20]=[CH:21][C:16]=2N=N1.[C-]#N.[K+].C(Cl)(=O)C. Product: [Br:1][C:2]1[CH:3]=[CH:4][C:5]2[N:6]([C:17]([NH2:13])=[C:16]([CH2:21][CH3:20])[N:8]=2)[N:7]=1. The catalyst class is: 780.